This data is from Reaction yield outcomes from USPTO patents with 853,638 reactions. The task is: Predict the reaction yield, written as a fraction of the theoretical maximum amount of product (1.0 means a 100% yield; for example, 0.34 means a 34% yield). (1) The reactants are Cl[C:2]([O:4][CH3:5])=[O:3].[NH2:6][C:7]1[S:8][CH:9]=[CH:10][C:11]=1[C:12]#[N:13].N1C=CC=CC=1.O. The catalyst is ClCCl. The product is [C:12]([C:11]1[CH:10]=[CH:9][S:8][C:7]=1[NH:6][C:2](=[O:3])[O:4][CH3:5])#[N:13]. The yield is 0.750. (2) The reactants are [CH2:1]([O:4][C:5]1([CH3:49])[CH2:10][CH2:9][N:8]([C:11]2[N:16]3[N:17]=[C:18]([C:20](=[O:36])[NH:21][CH2:22][CH:23]([OH:35])[CH2:24][C:25]4[CH:30]=[CH:29][CH:28]=[CH:27][C:26]=4[O:31][CH2:32][CH:33]=C)[CH:19]=[C:15]3[N:14]=[C:13]([CH3:37])[C:12]=2[C@H:38]([O:44][C:45]([CH3:48])([CH3:47])[CH3:46])[C:39]([O:41][CH2:42][CH3:43])=[O:40])[CH2:7][CH2:6]1)[CH:2]=C.[H][H].C[N+]1([O-])CCOCC1. The catalyst is ClCCCl.CC1C=C(C)C(N2C(=[Ru](Cl)(Cl)=CC3C=CC=CC=3OC(C)C)N(C3C(C)=CC(C)=CC=3C)CC2)=C(C)C=1.[Pd].CCC[N+](CCC)(CCC)CCC.[O-][Ru](=O)(=O)=O. The product is [C:45]([O:44][C@@H:38]([C:12]1[C:13]([CH3:37])=[N:14][C:15]2=[CH:19][C:18]3=[N:17][N:16]2[C:11]=1[N:8]1[CH2:7][CH2:6][C:5]([CH3:49])([O:4][CH2:1][CH2:2][CH2:33][CH2:32][O:31][C:26]2[CH:27]=[CH:28][CH:29]=[CH:30][C:25]=2[CH2:24][C:23](=[O:35])[CH2:22][NH:21][C:20]3=[O:36])[CH2:10][CH2:9]1)[C:39]([O:41][CH2:42][CH3:43])=[O:40])([CH3:46])([CH3:47])[CH3:48]. The yield is 0.431. (3) The reactants are [OH:1][C:2]1[CH:16]=[CH:15][C:5]([CH2:6][CH:7]2[O:11][C:10]([CH3:13])([CH3:12])[O:9][C:8]2=[O:14])=[CH:4][CH:3]=1.[CH2:17]([SiH](CC)CC)[CH3:18].OS(O)(=O)=O. The catalyst is C(Cl)Cl.CCO.Cl[Ti](Cl)(Cl)Cl. The product is [CH2:17]([O:9][C:8](=[O:14])[CH:7]([O:11][CH:10]([CH3:13])[CH3:12])[CH2:6][C:5]1[CH:15]=[CH:16][C:2]([OH:1])=[CH:3][CH:4]=1)[CH3:18]. The yield is 0.700.